Dataset: Catalyst prediction with 721,799 reactions and 888 catalyst types from USPTO. Task: Predict which catalyst facilitates the given reaction. Reactant: [S:1]([O:8]S(C(F)(F)F)(=O)=O)([C:4]([F:7])([F:6])[F:5])(=[O:3])=[O:2].[CH:16]([C:18]1[CH:19]=[CH:20][C:21](O)=[C:22]([CH:27]=1)[C:23]([O:25][CH3:26])=[O:24])=[O:17]. Product: [CH:16]([C:18]1[CH:19]=[CH:20][C:21]([O:8][S:1]([C:4]([F:7])([F:6])[F:5])(=[O:3])=[O:2])=[C:22]([CH:27]=1)[C:23]([O:25][CH3:26])=[O:24])=[O:17]. The catalyst class is: 2.